Dataset: NCI-60 drug combinations with 297,098 pairs across 59 cell lines. Task: Regression. Given two drug SMILES strings and cell line genomic features, predict the synergy score measuring deviation from expected non-interaction effect. Drug 1: CC1C(C(CC(O1)OC2CC(OC(C2O)C)OC3=CC4=CC5=C(C(=O)C(C(C5)C(C(=O)C(C(C)O)O)OC)OC6CC(C(C(O6)C)O)OC7CC(C(C(O7)C)O)OC8CC(C(C(O8)C)O)(C)O)C(=C4C(=C3C)O)O)O)O. Drug 2: CN1C2=C(C=C(C=C2)N(CCCl)CCCl)N=C1CCCC(=O)O.Cl. Cell line: SR. Synergy scores: CSS=65.5, Synergy_ZIP=14.1, Synergy_Bliss=15.2, Synergy_Loewe=-39.0, Synergy_HSA=14.4.